From a dataset of Forward reaction prediction with 1.9M reactions from USPTO patents (1976-2016). Predict the product of the given reaction. (1) Given the reactants [Si]([O:8][CH2:9][C:10]([CH3:41])([OH:40])[CH2:11][O:12][C:13]1[CH:18]=[C:17]([Cl:19])[C:16]([C:20]2[N:24]=[C:23]([C:25]3[N:26]=[C:27]4[C:32]([Cl:33])=[CH:31][C:30]([C:34]([F:37])([F:36])[F:35])=[CH:29][N:28]4[CH:38]=3)[O:22][N:21]=2)=[CH:15][C:14]=1[Cl:39])(C(C)(C)C)(C)C.C(O)(C(F)(F)F)=O.C(Cl)Cl, predict the reaction product. The product is: [Cl:39][C:14]1[CH:15]=[C:16]([C:20]2[N:24]=[C:23]([C:25]3[N:26]=[C:27]4[C:32]([Cl:33])=[CH:31][C:30]([C:34]([F:35])([F:36])[F:37])=[CH:29][N:28]4[CH:38]=3)[O:22][N:21]=2)[C:17]([Cl:19])=[CH:18][C:13]=1[O:12][CH2:11][C:10]([CH3:41])([OH:40])[CH2:9][OH:8]. (2) Given the reactants [C:1]([N:8]1[CH2:13][CH2:12][NH:11][CH2:10][CH2:9]1)([O:3][C:4]([CH3:7])([CH3:6])[CH3:5])=[O:2].C(N(CC)CC)C.[C:21]1([CH2:27][C:28](Cl)=[O:29])[CH:26]=[CH:25][CH:24]=[CH:23][CH:22]=1, predict the reaction product. The product is: [C:21]1([CH2:27][C:28]([N:11]2[CH2:10][CH2:9][N:8]([C:1]([O:3][C:4]([CH3:7])([CH3:6])[CH3:5])=[O:2])[CH2:13][CH2:12]2)=[O:29])[CH:26]=[CH:25][CH:24]=[CH:23][CH:22]=1. (3) The product is: [CH2:2]([O:3][C:11](=[O:13])[CH:7]([CH2:14][CH:15]1[CH2:22][CH2:21]1)[C:8]([O:10][CH2:17][CH3:18])=[O:9])[CH3:1]. Given the reactants [CH3:1][CH2:2][O-:3].[Na+].C([C:7]([CH2:14][CH3:15])([C:11]([O-:13])=O)[C:8]([O-:10])=[O:9])C.Br[CH2:17][CH:18]1CC1.[CH3:21][CH2:22]O, predict the reaction product. (4) Given the reactants [OH-:1].[Na+].[Cl:3][C:4]1[CH:9]=[C:8]([Cl:10])[C:7]([O:11][CH3:12])=[CH:6][C:5]=1[CH2:13][C:14]#N.Cl.[OH2:17], predict the reaction product. The product is: [Cl:3][C:4]1[CH:9]=[C:8]([Cl:10])[C:7]([O:11][CH3:12])=[CH:6][C:5]=1[CH2:13][C:14]([OH:17])=[O:1]. (5) Given the reactants Br[C:2]1[CH:3]=[C:4]2[C:9](=[CH:10][C:11]=1[Cl:12])[N:8]1C(C)=NN=C1C[CH2:5]2.[CH3:32][C:27]1([CH3:33])[C:28]([CH3:31])([CH3:30])[O:29][B:25]([B:25]2[O:29][C:28]([CH3:31])([CH3:30])[C:27]([CH3:33])([CH3:32])[O:26]2)[O:26]1.[C:35]([O-:38])(=O)[CH3:36].[K+].[Cl:40]CCl, predict the reaction product. The product is: [Cl:12][C:11]1[C:10]([Cl:40])=[C:9]2[C:4]([CH2:5][CH2:36][C:35](=[O:38])[NH:8]2)=[CH:3][C:2]=1[B:25]1[O:26][C:27]([CH3:32])([CH3:33])[C:28]([CH3:30])([CH3:31])[O:29]1. (6) Given the reactants [Cl:1][C:2]1[N:7]=[C:6]([C:8]([F:11])([F:10])[F:9])[C:5]([C:12](Cl)=[O:13])=[CH:4][N:3]=1.[NH4+].[Cl-].O.[CH2:18]1COCC1, predict the reaction product. The product is: [Cl:1][C:2]1[N:7]=[C:6]([C:8]([F:11])([F:10])[F:9])[C:5]([C:12](=[O:13])[CH3:18])=[CH:4][N:3]=1. (7) Given the reactants [CH2:1]([C:3]1[C:8]([B:9]2[O:13][C:12]([CH3:15])([CH3:14])[C:11]([CH3:17])([CH3:16])[O:10]2)=[CH:7][CH:6]=[CH:5][C:4]=1[CH:18]1[CH2:21][NH:20][CH2:19]1)[CH3:2].C(=O)([O-])[O-].[K+].[K+].Br[CH2:29][CH2:30][CH2:31][C:32]([O:34][CH2:35][CH3:36])=[O:33], predict the reaction product. The product is: [CH2:1]([C:3]1[C:8]([B:9]2[O:10][C:11]([CH3:16])([CH3:17])[C:12]([CH3:14])([CH3:15])[O:13]2)=[CH:7][CH:6]=[CH:5][C:4]=1[CH:18]1[CH2:21][N:20]([CH2:29][CH2:30][CH2:31][C:32]([O:34][CH2:35][CH3:36])=[O:33])[CH2:19]1)[CH3:2].